From a dataset of Reaction yield outcomes from USPTO patents with 853,638 reactions. Predict the reaction yield, written as a fraction of the theoretical maximum amount of product (1.0 means a 100% yield; for example, 0.34 means a 34% yield). (1) The reactants are [CH3:1]C(C)([O-])C.[K+].CC(C)([O-])C.[CH3:12][CH:13]([C:19]([CH3:21])=[O:20])[C:14]([O:16][CH2:17][CH3:18])=[O:15].[CH2:22]([O:24][C:25](=[O:32])[CH2:26][CH2:27][CH2:28][CH2:29]CBr)[CH3:23]. The catalyst is C(O)(C)(C)C. The product is [C:19]([C:13]([CH3:1])([CH2:12][CH2:29][CH2:28][CH2:27][CH2:26][C:25]([O:24][CH2:22][CH3:23])=[O:32])[C:14]([O:16][CH2:17][CH3:18])=[O:15])(=[O:20])[CH3:21]. The yield is 0.750. (2) The reactants are [NH2:1][C:2]1[CH:7]=[CH:6][CH:5]=[CH:4][N:3]=1.[F:8][CH:9]([F:13])[C:10](O)=[O:11].CCN=C=NCCCN(C)C.Cl. The catalyst is ClCCl.CN(C1C=CN=CC=1)C. The product is [F:8][CH:9]([F:13])[C:10]([N:1]=[C:2]1[CH:7]=[CH:6][CH:5]=[CH:4][NH:3]1)=[O:11]. The yield is 0.140. (3) The reactants are [F:1][C:2]1[CH:7]=[CH:6][C:5]([N:8]2[C:11](=[O:12])[C@H:10]([S:13][CH2:14][C:15]([C:17]3[CH:22]=[CH:21][C:20]([F:23])=[CH:19][CH:18]=3)=[O:16])[C@H:9]2[C:24]2[CH:39]=[CH:38][C:27]([O:28][CH2:29][C:30]([NH:32][C@@H:33]([C:35]([OH:37])=[O:36])[CH3:34])=[O:31])=[CH:26][CH:25]=2)=[CH:4][CH:3]=1.[BH4-].[Na+].C([O-])(=O)C.[NH4+].O. The catalyst is CO. The product is [F:1][C:2]1[CH:3]=[CH:4][C:5]([N:8]2[C:11](=[O:12])[C@H:10]([S:13][CH2:14][CH:15]([C:17]3[CH:18]=[CH:19][C:20]([F:23])=[CH:21][CH:22]=3)[OH:16])[C@H:9]2[C:24]2[CH:39]=[CH:38][C:27]([O:28][CH2:29][C:30]([NH:32][C@@H:33]([C:35]([OH:37])=[O:36])[CH3:34])=[O:31])=[CH:26][CH:25]=2)=[CH:6][CH:7]=1. The yield is 0.480. (4) The reactants are [Cl:1][C:2]1[CH:3]=[C:4]([CH:8]=[CH:9][C:10]=1[N:11]([CH2:28][CH2:29][OH:30])[C:12]([C:14]1[S:27][C:17]2[C:18]3[CH:26]=[CH:25][CH:24]=[CH:23][C:19]=3[O:20][CH2:21][CH2:22][C:16]=2[CH:15]=1)=[O:13])[C:5](O)=[O:6].[CH3:31][N:32]([CH3:37])[CH2:33][CH2:34][NH:35][CH3:36]. No catalyst specified. The product is [Cl:1][C:2]1[CH:3]=[C:4]([C:5](=[O:6])[N:35]([CH2:34][CH2:33][N:32]([CH3:37])[CH3:31])[CH3:36])[CH:8]=[CH:9][C:10]=1[N:11]([CH2:28][CH2:29][OH:30])[C:12]([C:14]1[S:27][C:17]2[C:18]3[CH:26]=[CH:25][CH:24]=[CH:23][C:19]=3[O:20][CH2:21][CH2:22][C:16]=2[CH:15]=1)=[O:13]. The yield is 0.350. (5) The reactants are [F:1][C:2]1[CH:7]=[C:6]([N+:8]([O-:10])=[O:9])[CH:5]=[CH:4][C:3]=1[CH2:11][CH2:12][CH2:13][C:14]([O:16]C)=[O:15].[OH-].[Na+]. The catalyst is CO.O. The product is [F:1][C:2]1[CH:7]=[C:6]([N+:8]([O-:10])=[O:9])[CH:5]=[CH:4][C:3]=1[CH2:11][CH2:12][CH2:13][C:14]([OH:16])=[O:15]. The yield is 0.980. (6) The reactants are FC(F)(F)C1C=CC(CBr)=CC=1.Br[CH2:14][CH2:15][C:16]1[C:24]2[C:19](=[CH:20][CH:21]=[CH:22][CH:23]=2)[NH:18][CH:17]=1.[CH3:25][C:26]1[N:27]=[C:28]([N:36]2[CH2:40][CH2:39][NH:38][C:37]2=[O:41])[S:29][C:30]=1[C:31]([O:33][CH2:34][CH3:35])=[O:32]. No catalyst specified. The product is [NH:18]1[C:19]2[C:24](=[CH:23][CH:22]=[CH:21][CH:20]=2)[C:16]([CH2:15][CH2:14][N:38]2[CH2:39][CH2:40][N:36]([C:28]3[S:29][C:30]([C:31]([O:33][CH2:34][CH3:35])=[O:32])=[C:26]([CH3:25])[N:27]=3)[C:37]2=[O:41])=[CH:17]1. The yield is 0.400. (7) The product is [C:1]([O:5][C:6]([N:8]1[CH2:9][CH2:10][CH:11]([O:14][C:15]2[CH:23]=[C:22]([S:24][CH3:25])[CH:21]=[CH:20][C:16]=2[C:17]([NH:38][C:39]2[C:40]([C:45]([NH:47][C:48]3[CH:53]=[CH:52][C:51]([Cl:54])=[CH:50][N:49]=3)=[O:46])=[N:41][CH:42]=[CH:43][CH:44]=2)=[O:19])[CH2:12][CH2:13]1)=[O:7])([CH3:3])([CH3:2])[CH3:4]. The reactants are [C:1]([O:5][C:6]([N:8]1[CH2:13][CH2:12][CH:11]([O:14][C:15]2[CH:23]=[C:22]([S:24][CH3:25])[CH:21]=[CH:20][C:16]=2[C:17]([OH:19])=O)[CH2:10][CH2:9]1)=[O:7])([CH3:4])([CH3:3])[CH3:2].N1C=CC=CC=1.C(Cl)(=O)C(Cl)=O.[NH2:38][C:39]1[C:40]([C:45]([NH:47][C:48]2[CH:53]=[CH:52][C:51]([Cl:54])=[CH:50][N:49]=2)=[O:46])=[N:41][CH:42]=[CH:43][CH:44]=1. The yield is 0.720. The catalyst is ClCCl.CN(C=O)C.